From a dataset of M1 muscarinic receptor antagonist screen with 61,756 compounds. Binary Classification. Given a drug SMILES string, predict its activity (active/inactive) in a high-throughput screening assay against a specified biological target. The molecule is S(CCC(NC(OC(C)(C)C)=O)C(=O)N1CCC(CC1)C(=O)NC(C)C(O)=O)C. The result is 0 (inactive).